This data is from Forward reaction prediction with 1.9M reactions from USPTO patents (1976-2016). The task is: Predict the product of the given reaction. Given the reactants [CH3:1][S:2][CH3:3].[Na].[Br:5][C:6]1[CH:11]=[CH:10][C:9](C)=[C:8](F)[CH:7]=1.C(=O)([O-])O.[Na+], predict the reaction product. The product is: [Br:5][C:6]1[CH:7]=[CH:8][C:9]([CH3:10])=[C:1]([S:2][CH3:3])[CH:11]=1.